Dataset: Catalyst prediction with 721,799 reactions and 888 catalyst types from USPTO. Task: Predict which catalyst facilitates the given reaction. (1) Reactant: [NH2:1][C:2]1[C:3]2[S:10][CH:9]=[C:8]([C:11]([NH:13][C:14]3[CH:19]=[C:18]([N+:20]([O-])=O)[CH:17]=[CH:16][C:15]=3[CH3:23])=[O:12])[C:4]=2[N:5]=[CH:6][N:7]=1. Product: [NH2:1][C:2]1[C:3]2[S:10][CH:9]=[C:8]([C:11]([NH:13][C:14]3[CH:19]=[C:18]([NH2:20])[CH:17]=[CH:16][C:15]=3[CH3:23])=[O:12])[C:4]=2[N:5]=[CH:6][N:7]=1. The catalyst class is: 43. (2) Reactant: [CH:1]1[C:13]2[CH:12]([CH2:14][O:15][C:16]([NH:18][CH2:19][CH2:20][CH2:21][O:22][C:23]3[CH:30]=[CH:29][C:26]([CH2:27][OH:28])=[CH:25][CH:24]=3)=[O:17])[C:11]3[C:6](=[CH:7][CH:8]=[CH:9][CH:10]=3)[C:5]=2[CH:4]=[CH:3][CH:2]=1. Product: [CH:10]1[C:11]2[CH:12]([CH2:14][O:15][C:16]([NH:18][CH2:19][CH2:20][CH2:21][O:22][C:23]3[CH:24]=[CH:25][C:26]([CH:27]=[O:28])=[CH:29][CH:30]=3)=[O:17])[C:13]3[C:5](=[CH:4][CH:3]=[CH:2][CH:1]=3)[C:6]=2[CH:7]=[CH:8][CH:9]=1. The catalyst class is: 725. (3) Reactant: Cl[C:2]1[N:7]=[C:6]([NH:8][C:9]2[CH:13]=[C:12]([O:14][CH:15]([CH3:17])[CH3:16])[NH:11][N:10]=2)[C:5]([N+:18]([O-:20])=[O:19])=[CH:4][CH:3]=1.[NH2:21][C@H:22]([C:25]1[CH:30]=[CH:29][C:28]([F:31])=[CH:27][CH:26]=1)[CH2:23][OH:24].CCN(C(C)C)C(C)C. Product: [F:31][C:28]1[CH:27]=[CH:26][C:25]([C@@H:22]([NH:21][C:2]2[CH:3]=[CH:4][C:5]([N+:18]([O-:20])=[O:19])=[C:6]([NH:8][C:9]3[CH:13]=[C:12]([O:14][CH:15]([CH3:17])[CH3:16])[NH:11][N:10]=3)[N:7]=2)[CH2:23][OH:24])=[CH:30][CH:29]=1. The catalyst class is: 114.